From a dataset of Catalyst prediction with 721,799 reactions and 888 catalyst types from USPTO. Predict which catalyst facilitates the given reaction. (1) Reactant: C[Si]([C:5]#[N:6])(C)C.C(C(C#N)=C(C#N)C#N)#N.ClCCO[CH:21]([O:29][CH2:30][CH2:31][Cl:32])[C:22]1[CH:23]=[CH:24][C:25]([Cl:28])=[N:26][CH:27]=1. Product: [Cl:32][CH2:31][CH2:30][O:29][CH:21]([C:22]1[CH:27]=[N:26][C:25]([Cl:28])=[CH:24][CH:23]=1)[C:5]#[N:6]. The catalyst class is: 10. (2) Reactant: [CH2:1]([C:3]1[CH:9]=[CH:8][C:6]([NH2:7])=[CH:5][CH:4]=1)[CH3:2].[C:10]([O:14][CH2:15][CH3:16])(=[O:13])[CH:11]=[CH2:12]. Product: [CH2:1]([C:3]1[CH:9]=[CH:8][C:6]([NH:7][CH2:12][CH2:11][C:10]([O:14][CH2:15][CH3:16])=[O:13])=[CH:5][CH:4]=1)[CH3:2]. The catalyst class is: 15. (3) Reactant: [N:1]1[N:2]([C:6]2[CH:7]=[C:8]([NH:12][C:13]3[C:18]([C:19](=[O:21])[NH2:20])=[CH:17][N:16]=[C:15]([NH:22][C@@H:23]4[CH2:28][CH2:27][CH2:26][C@H:25]([OH:29])[C@@H:24]4[NH:30][C:31](=[O:37])[O:32][C:33]([CH3:36])([CH3:35])[CH3:34])[N:14]=3)[CH:9]=[CH:10][CH:11]=2)[N:3]=[CH:4][CH:5]=1. Product: [N:1]1[N:2]([C:6]2[CH:7]=[C:8]([NH:12][C:13]3[C:18]([C:19](=[O:21])[NH2:20])=[CH:17][N:16]=[C:15]([NH:22][C@@H:23]4[CH2:28][CH2:27][CH2:26][C:25](=[O:29])[C@@H:24]4[NH:30][C:31](=[O:37])[O:32][C:33]([CH3:35])([CH3:34])[CH3:36])[N:14]=3)[CH:9]=[CH:10][CH:11]=2)[N:3]=[CH:4][CH:5]=1. The catalyst class is: 58. (4) Reactant: [Cl:1][C:2]1[CH:7]=[C:6]([N+:8]([O-:10])=[O:9])[CH:5]=[CH:4][C:3]=1[CH2:11][CH2:12][NH:13][CH2:14][C:15]1[CH:20]=[CH:19][C:18]([F:21])=[CH:17][CH:16]=1.Cl.O1CCOCC1. Product: [ClH:1].[Cl:1][C:2]1[CH:7]=[C:6]([N+:8]([O-:10])=[O:9])[CH:5]=[CH:4][C:3]=1[CH2:11][CH2:12][NH:13][CH2:14][C:15]1[CH:16]=[CH:17][C:18]([F:21])=[CH:19][CH:20]=1. The catalyst class is: 2. (5) Reactant: [O:1]([C:8]1[C:9]2[NH:16][C:15]([C:17]([NH2:19])=O)=[CH:14][C:10]=2[N:11]=[CH:12][N:13]=1)[C:2]1[CH:7]=[CH:6][CH:5]=[CH:4][CH:3]=1. The catalyst class is: 286. Product: [O:1]([C:8]1[C:9]2[NH:16][C:15]([C:17]#[N:19])=[CH:14][C:10]=2[N:11]=[CH:12][N:13]=1)[C:2]1[CH:7]=[CH:6][CH:5]=[CH:4][CH:3]=1.